This data is from Peptide-MHC class I binding affinity with 185,985 pairs from IEDB/IMGT. The task is: Regression. Given a peptide amino acid sequence and an MHC pseudo amino acid sequence, predict their binding affinity value. This is MHC class I binding data. (1) The peptide sequence is FPQAAPHGVV. The MHC is HLA-A30:02 with pseudo-sequence HLA-A30:02. The binding affinity (normalized) is 0.00810. (2) The peptide sequence is ELIKAMNHF. The MHC is HLA-B44:02 with pseudo-sequence HLA-B44:02. The binding affinity (normalized) is 0.0847. (3) The peptide sequence is YVRTNGTSK. The MHC is HLA-B15:01 with pseudo-sequence HLA-B15:01. The binding affinity (normalized) is 0.0847. (4) The peptide sequence is WEVGKPRPPL. The MHC is HLA-B40:01 with pseudo-sequence HLA-B40:01. The binding affinity (normalized) is 0.744. (5) The MHC is HLA-A02:12 with pseudo-sequence HLA-A02:12. The peptide sequence is HLPELIWRS. The binding affinity (normalized) is 0.382. (6) The peptide sequence is GTHVLLPFY. The MHC is HLA-A26:01 with pseudo-sequence HLA-A26:01. The binding affinity (normalized) is 0.298. (7) The peptide sequence is RPKRWLLI. The MHC is H-2-Kb with pseudo-sequence H-2-Kb. The binding affinity (normalized) is 0.